From a dataset of Forward reaction prediction with 1.9M reactions from USPTO patents (1976-2016). Predict the product of the given reaction. Given the reactants [C:1](Cl)(=O)[C:2]([Cl:4])=[O:3].[CH2:7]([S:9][C:10]1C=[CH:17][CH:16]=[CH:15][C:11]=1C(O)=O)[CH3:8].CN(C=O)C, predict the reaction product. The product is: [CH2:7]([S:9][C:10]1[CH:11]=[CH:15][CH:16]=[CH:17][C:1]=1[C:2]([Cl:4])=[O:3])[CH3:8].